From a dataset of Forward reaction prediction with 1.9M reactions from USPTO patents (1976-2016). Predict the product of the given reaction. (1) Given the reactants [CH2:1]([O:3][C:4]1[C:13]2[C:8](=[CH:9][CH:10]=[C:11](/[CH:14]=[C:15]3/[C:16](=[O:22])[N:17]=[C:18](SC)[S:19]/3)[CH:12]=2)[N:7]=[CH:6][C:5]=1[C:23]#[N:24])[CH3:2].[F:25][C:26]([F:36])([F:35])[C:27]1[CH:32]=[CH:31][N:30]=[C:29]([CH2:33][NH2:34])[CH:28]=1.CCN(C(C)C)C(C)C, predict the reaction product. The product is: [CH2:1]([O:3][C:4]1[C:13]2[C:8](=[CH:9][CH:10]=[C:11](/[CH:14]=[C:15]3/[C:16](=[O:22])[N:17]=[C:18]([NH:34][CH2:33][C:29]4[CH:28]=[C:27]([C:26]([F:36])([F:25])[F:35])[CH:32]=[CH:31][N:30]=4)[S:19]/3)[CH:12]=2)[N:7]=[CH:6][C:5]=1[C:23]#[N:24])[CH3:2]. (2) Given the reactants [C:1]([C:3]1[CH:4]=[CH:5][C:6]([O:12][CH:13]([CH3:15])[CH3:14])=[C:7]([CH:11]=1)[C:8]([OH:10])=O)#[N:2].FC(F)(F)C(O)=O.[F:23][C:24]([F:37])([F:36])[C:25]1[S:29][C:28]([N:30]2[CH2:35][CH2:34][NH:33][CH2:32][CH2:31]2)=[N:27][N:26]=1, predict the reaction product. The product is: [CH:13]([O:12][C:6]1[CH:5]=[CH:4][C:3]([C:1]#[N:2])=[CH:11][C:7]=1[C:8]([N:33]1[CH2:32][CH2:31][N:30]([C:28]2[S:29][C:25]([C:24]([F:36])([F:23])[F:37])=[N:26][N:27]=2)[CH2:35][CH2:34]1)=[O:10])([CH3:15])[CH3:14].